This data is from Full USPTO retrosynthesis dataset with 1.9M reactions from patents (1976-2016). The task is: Predict the reactants needed to synthesize the given product. (1) Given the product [CH2:1]([O:7][C:28](=[O:29])[C:27]1[CH:26]=[CH:25][C:24]([C:22]2[NH:41][N:20]=[C:19]([CH2:15][CH2:16][CH2:17][CH3:18])[CH:23]=2)=[CH:40][CH:39]=1)[CH3:2], predict the reactants needed to synthesize it. The reactants are: [CH2:1]([O:7]C1C=CC(N)=CC=1)[CH2:2]CCCC.[CH2:15]([C:19]1[CH:23]=[C:22]([C:24]2[CH:40]=[CH:39][C:27]([C:28](NCC3CCCC3(C)C)=[O:29])=[CH:26][CH:25]=2)O[N:20]=1)[CH2:16][CH2:17][CH3:18].[NH2:41]N. (2) Given the product [N:1]1[CH:6]=[CH:5][C:4]([C:7]2[CH:15]=[CH:14][C:10]([C:11]([OH:19])=[O:12])=[CH:9][CH:8]=2)=[CH:3][CH:2]=1, predict the reactants needed to synthesize it. The reactants are: [N:1]1[CH:6]=[CH:5][C:4]([C:7]2[CH:15]=[CH:14][C:10]([C:11](N)=[O:12])=[CH:9][CH:8]=2)=[CH:3][CH:2]=1.[OH-].[Na+].S(=O)(=O)(O)[OH:19].